This data is from Catalyst prediction with 721,799 reactions and 888 catalyst types from USPTO. The task is: Predict which catalyst facilitates the given reaction. (1) Product: [O:1]1[C:5]2[CH:6]=[CH:7][CH:8]=[CH:9][C:4]=2[CH:3]=[C:2]1[CH:10]([C:33]1[C:38]([CH3:39])=[CH:37][CH:36]=[CH:35][N:34]=1)[NH:11][S:12]([C:15]1[CH:25]=[CH:24][C:18]2[O:19][CH2:20][CH2:21][CH2:22][O:23][C:17]=2[CH:16]=1)(=[O:13])=[O:14]. Reactant: [O:1]1[C:5]2[CH:6]=[CH:7][CH:8]=[CH:9][C:4]=2[CH:3]=[C:2]1[CH:10]=[N:11][S:12]([C:15]1[CH:25]=[CH:24][C:18]2[O:19][CH2:20][CH2:21][CH2:22][O:23][C:17]=2[CH:16]=1)(=[O:14])=[O:13].O1CCCC1.Br[Mg][C:33]1[C:38]([CH3:39])=[CH:37][CH:36]=[CH:35][N:34]=1.[Cl-].[NH4+]. The catalyst class is: 4. (2) Reactant: Br[C:2]1[CH:3]=[N:4][CH:5]=[C:6]([Br:8])[CH:7]=1.[CH3:9][N:10]1[CH:14]=[C:13](B2OC(C)(C)C(C)(C)O2)[CH:12]=[N:11]1.[O-]P([O-])([O-])=O.[K+].[K+].[K+]. Product: [Br:8][C:6]1[CH:5]=[N:4][CH:3]=[C:2]([C:13]2[CH:12]=[N:11][N:10]([CH3:9])[CH:14]=2)[CH:7]=1. The catalyst class is: 38. (3) Reactant: [CH3:1][C:2]1[CH:11]=[C:10]([N:12]2[CH2:16][CH2:15][CH2:14][CH2:13]2)[C:9]2[C:4](=[CH:5][C:6]([O:17][CH2:18][CH2:19][OH:20])=[CH:7][CH:8]=2)[N:3]=1.C(N(CC)CC)C.[S:28](Cl)([C:31]1[CH:37]=[CH:36][C:34]([CH3:35])=[CH:33][CH:32]=1)(=[O:30])=[O:29].C([O-])(O)=O.[Na+]. Product: [CH3:1][C:2]1[CH:11]=[C:10]([N:12]2[CH2:13][CH2:14][CH2:15][CH2:16]2)[C:9]2[C:4](=[CH:5][C:6]([O:17][CH2:18][CH2:19][O:20][S:28]([C:31]3[CH:37]=[CH:36][C:34]([CH3:35])=[CH:33][CH:32]=3)(=[O:30])=[O:29])=[CH:7][CH:8]=2)[N:3]=1. The catalyst class is: 4. (4) Reactant: [N:1]1[CH:6]=[CH:5][CH:4]=[CH:3][C:2]=1[C:7]1[N:8]=[C:9]([O:16][C@H:17]2[CH2:21][N:20]([C:22]([O:24][C:25]([CH3:28])([CH3:27])[CH3:26])=[O:23])[C@H:19]([C:29]([O:31]C)=[O:30])[CH2:18]2)[C:10]2[CH:15]=[CH:14][S:13][C:11]=2[N:12]=1.O1CCCC1.[OH-].[Li+]. Product: [C:25]([O:24][C:22]([N:20]1[CH2:21][C@H:17]([O:16][C:9]2[C:10]3[CH:15]=[CH:14][S:13][C:11]=3[N:12]=[C:7]([C:2]3[CH:3]=[CH:4][CH:5]=[CH:6][N:1]=3)[N:8]=2)[CH2:18][C@H:19]1[C:29]([OH:31])=[O:30])=[O:23])([CH3:28])([CH3:26])[CH3:27]. The catalyst class is: 5. (5) Reactant: [F:1][C:2]1[CH:10]=[C:9]([F:11])[C:8]([O:12][CH3:13])=[C:7]2[C:3]=1[C:4]([CH3:15])([CH3:14])[CH2:5][NH:6]2.Br[C:17]1[CH:22]=[CH:21][CH:20]=[CH:19][C:18]=1[N+:23]([O-:25])=[O:24].C1C=CC(P(C2C(C3C(P(C4C=CC=CC=4)C4C=CC=CC=4)=CC=C4C=3C=CC=C4)=C3C(C=CC=C3)=CC=2)C2C=CC=CC=2)=CC=1.C([O-])([O-])=O.[Cs+].[Cs+]. Product: [F:1][C:2]1[CH:10]=[C:9]([F:11])[C:8]([O:12][CH3:13])=[C:7]2[C:3]=1[C:4]([CH3:15])([CH3:14])[CH2:5][N:6]2[C:17]1[CH:22]=[CH:21][CH:20]=[CH:19][C:18]=1[N+:23]([O-:25])=[O:24]. The catalyst class is: 101. (6) Reactant: Br[C:2]1[CH:7]=[CH:6][C:5]([C:8]2[N:9]([CH2:16][C@@H:17]3[CH2:21][CH2:20][N:19]([C:22]([CH:24]4[CH2:26][CH2:25]4)=[O:23])[CH2:18]3)[C:10](=[O:15])[C:11]([CH3:14])([CH3:13])[N:12]=2)=[CH:4][CH:3]=1.B(O)(O)[C:28]1[CH:33]=[CH:32][C:31]2[NH:34][CH:35]=[CH:36][C:30]=2[CH:29]=1.C(=O)([O-])[O-].[Cs+].[Cs+]. Product: [NH:34]1[C:31]2[C:30](=[CH:29][C:28]([C:2]3[CH:7]=[CH:6][C:5]([C:8]4[N:9]([CH2:16][C@@H:17]5[CH2:21][CH2:20][N:19]([C:22]([CH:24]6[CH2:26][CH2:25]6)=[O:23])[CH2:18]5)[C:10](=[O:15])[C:11]([CH3:13])([CH3:14])[N:12]=4)=[CH:4][CH:3]=3)=[CH:33][CH:32]=2)[CH:36]=[CH:35]1. The catalyst class is: 437. (7) Reactant: F[C:2]1[CH:7]=[CH:6][CH:5]=[CH:4][C:3]=1[C:8]([C:10]1[CH:15]=[CH:14][CH:13]=[CH:12][CH:11]=1)=O.[SH:16][CH2:17][C:18]([O:20][CH3:21])=[O:19].C(=O)([O-])[O-].[K+].[K+]. Product: [C:10]1([C:8]2[C:3]3[CH:4]=[CH:5][CH:6]=[CH:7][C:2]=3[S:16][C:17]=2[C:18]([O:20][CH3:21])=[O:19])[CH:15]=[CH:14][CH:13]=[CH:12][CH:11]=1. The catalyst class is: 3. (8) Reactant: [N:1]1([CH2:7][C:8](=O)[CH2:9][C:10]([O:12][CH3:13])=[O:11])[CH2:6][CH2:5][O:4][CH2:3][CH2:2]1.[CH3:15]OC(OC)N(C)C.Cl.[CH3:24][O:25][C:26]1[CH:31]=[CH:30][C:29]([NH:32][NH2:33])=[CH:28][CH:27]=1. Product: [CH3:24][O:25][C:26]1[CH:31]=[CH:30][C:29]([N:32]2[CH:15]=[C:9]([C:10]([O:12][CH3:13])=[O:11])[C:8]([CH2:7][N:1]3[CH2:6][CH2:5][O:4][CH2:3][CH2:2]3)=[N:33]2)=[CH:28][CH:27]=1. The catalyst class is: 8. (9) Reactant: [Cl:1][C:2]1[CH:12]=[CH:11][C:5]([O:6][CH:7]2[CH2:10][NH:9][CH2:8]2)=[C:4]([F:13])[CH:3]=1.[Cl:14][C:15]1[N:20]=[C:19](Cl)[N:18]=[CH:17][N:16]=1. Product: [Cl:14][C:15]1[N:20]=[C:19]([N:9]2[CH2:10][CH:7]([O:6][C:5]3[CH:11]=[CH:12][C:2]([Cl:1])=[CH:3][C:4]=3[F:13])[CH2:8]2)[N:18]=[CH:17][N:16]=1. The catalyst class is: 10. (10) Reactant: [C:1](Cl)(=O)C.F[C:6](F)(F)[C:7]([OH:9])=O.[NH2:12][CH2:13][CH2:14][NH:15][C:16]1[N:25]=[C:24]([N:26]([C:28]2[CH:33]=[CH:32][C:31]([O:34][CH3:35])=[CH:30][CH:29]=2)[CH3:27])[C:23]2[C:18](=[CH:19][CH:20]=[CH:21][CH:22]=2)[N:17]=1.CCN(C(C)C)C(C)C. Product: [CH3:35][O:34][C:31]1[CH:30]=[CH:29][C:28]([N:26]([CH3:27])[C:24]2[C:23]3[C:18](=[CH:19][CH:20]=[C:21]([CH3:1])[CH:22]=3)[N:17]=[C:16]([NH:15][CH2:14][CH2:13][NH:12][C:7](=[O:9])[CH3:6])[N:25]=2)=[CH:33][CH:32]=1. The catalyst class is: 1.